Dataset: NCI-60 drug combinations with 297,098 pairs across 59 cell lines. Task: Regression. Given two drug SMILES strings and cell line genomic features, predict the synergy score measuring deviation from expected non-interaction effect. (1) Drug 1: CS(=O)(=O)CCNCC1=CC=C(O1)C2=CC3=C(C=C2)N=CN=C3NC4=CC(=C(C=C4)OCC5=CC(=CC=C5)F)Cl. Drug 2: CC1=C(C(=O)C2=C(C1=O)N3CC4C(C3(C2COC(=O)N)OC)N4)N. Cell line: HCC-2998. Synergy scores: CSS=36.9, Synergy_ZIP=0.821, Synergy_Bliss=1.68, Synergy_Loewe=-8.90, Synergy_HSA=6.29. (2) Drug 1: CCCS(=O)(=O)NC1=C(C(=C(C=C1)F)C(=O)C2=CNC3=C2C=C(C=N3)C4=CC=C(C=C4)Cl)F. Drug 2: CC1=C(C(=O)C2=C(C1=O)N3CC4C(C3(C2COC(=O)N)OC)N4)N. Cell line: UO-31. Synergy scores: CSS=15.0, Synergy_ZIP=-1.57, Synergy_Bliss=3.78, Synergy_Loewe=1.59, Synergy_HSA=4.88. (3) Drug 1: CC1=CC2C(CCC3(C2CCC3(C(=O)C)OC(=O)C)C)C4(C1=CC(=O)CC4)C. Drug 2: CC1=C(C=C(C=C1)NC(=O)C2=CC=C(C=C2)CN3CCN(CC3)C)NC4=NC=CC(=N4)C5=CN=CC=C5. Cell line: 786-0. Synergy scores: CSS=-4.44, Synergy_ZIP=-0.960, Synergy_Bliss=-9.27, Synergy_Loewe=-15.0, Synergy_HSA=-10.7. (4) Drug 1: CCN(CC)CCNC(=O)C1=C(NC(=C1C)C=C2C3=C(C=CC(=C3)F)NC2=O)C. Drug 2: CC12CCC3C(C1CCC2OP(=O)(O)O)CCC4=C3C=CC(=C4)OC(=O)N(CCCl)CCCl.[Na+]. Cell line: DU-145. Synergy scores: CSS=2.84, Synergy_ZIP=-0.910, Synergy_Bliss=-2.33, Synergy_Loewe=-7.48, Synergy_HSA=-7.08.